This data is from Peptide-MHC class II binding affinity with 134,281 pairs from IEDB. The task is: Regression. Given a peptide amino acid sequence and an MHC pseudo amino acid sequence, predict their binding affinity value. This is MHC class II binding data. The peptide sequence is YTVFETALKKAITAM. The MHC is HLA-DPA10301-DPB10402 with pseudo-sequence HLA-DPA10301-DPB10402. The binding affinity (normalized) is 0.378.